The task is: Regression/Classification. Given a drug SMILES string, predict its absorption, distribution, metabolism, or excretion properties. Task type varies by dataset: regression for continuous measurements (e.g., permeability, clearance, half-life) or binary classification for categorical outcomes (e.g., BBB penetration, CYP inhibition). Dataset: b3db_classification.. This data is from Blood-brain barrier permeability classification from the B3DB database. (1) The molecule is COc1ccc(Cn2c(C)c(CCN)c3cc(O)ccc32)cc1. The result is 1 (penetrates BBB). (2) The molecule is CCc1nccn1CC(=O)N1CCCC[C@@H]1CCn1cccn1. The result is 1 (penetrates BBB).